From a dataset of Retrosynthesis with 50K atom-mapped reactions and 10 reaction types from USPTO. Predict the reactants needed to synthesize the given product. (1) Given the product CCCN1C(=O)C(=NNC(N)=O)c2cc(SCCCc3ccc(C(=O)O)cc3)ccc21, predict the reactants needed to synthesize it. The reactants are: CCCN1C(=O)C(=O)c2cc(SCCCc3ccc(C(=O)O)cc3)ccc21.NNC(N)=O. (2) The reactants are: C[C@H]1COCCN1.Clc1nc(Cl)c2c(n1)CCSC2. Given the product C[C@H]1COCCN1c1nc(Cl)nc2c1CSCC2, predict the reactants needed to synthesize it. (3) The reactants are: Nc1ccc2oc3c(c2c1)CCCCCC3.O=C(Cl)CCl. Given the product O=C(CCl)Nc1ccc2oc3c(c2c1)CCCCCC3, predict the reactants needed to synthesize it.